Dataset: Reaction yield outcomes from USPTO patents with 853,638 reactions. Task: Predict the reaction yield, written as a fraction of the theoretical maximum amount of product (1.0 means a 100% yield; for example, 0.34 means a 34% yield). The yield is 0.810. The reactants are [NH2:1][CH2:2][CH2:3][NH:4][CH2:5][C@@H:6]1[C@H:9]([NH:10][C:11](=[O:38])/[C:12](=[N:26]\[O:27][C:28]([CH3:37])([CH3:36])[C:29]([O:31][C:32]([CH3:35])([CH3:34])[CH3:33])=[O:30])/[C:13]2[N:14]=[C:15]([NH:18][C:19]([O:21][C:22]([CH3:25])([CH3:24])[CH3:23])=[O:20])[S:16][CH:17]=2)[C:8](=[O:39])[NH:7]1.C1N=CN([C:45](N2C=NC=C2)=[O:46])C=1. The product is [C:22]([O:21][C:19]([NH:18][C:15]1[S:16][CH:17]=[C:13](/[C:12](=[N:26]/[O:27][C:28]([CH3:37])([CH3:36])[C:29]([O:31][C:32]([CH3:35])([CH3:34])[CH3:33])=[O:30])/[C:11](=[O:38])[NH:10][C@H:9]2[C@@H:6]([CH2:5][N:4]3[CH2:3][CH2:2][NH:1][C:45]3=[O:46])[NH:7][C:8]2=[O:39])[N:14]=1)=[O:20])([CH3:25])([CH3:24])[CH3:23]. The catalyst is C(Cl)(Cl)Cl.CCOC(C)=O.